Task: Predict the reactants needed to synthesize the given product.. Dataset: Full USPTO retrosynthesis dataset with 1.9M reactions from patents (1976-2016) (1) Given the product [F:20][C:17]1[CH:16]=[CH:15][C:14]([C:11]2[CH:12]=[CH:13][C:8]3[N:7]=[C:24]([C:26]4[CH:31]=[CH:30][CH:29]=[C:28]([N:32]5[CH:36]=[CH:35][N:34]=[CH:33]5)[CH:27]=4)[CH2:23][C:22](=[O:37])[NH:21][C:9]=3[CH:10]=2)=[CH:19][CH:18]=1, predict the reactants needed to synthesize it. The reactants are: C(OC(=O)[NH:7][C:8]1[CH:13]=[CH:12][C:11]([C:14]2[CH:19]=[CH:18][C:17]([F:20])=[CH:16][CH:15]=2)=[CH:10][C:9]=1[NH:21][C:22](=[O:37])[CH2:23][C:24]([C:26]1[CH:31]=[CH:30][CH:29]=[C:28]([N:32]2[CH:36]=[CH:35][N:34]=[CH:33]2)[CH:27]=1)=O)(C)(C)C.C(O)(C(F)(F)F)=O. (2) Given the product [CH3:20][S:21]([C:2]1[CH:7]=[CH:6][N:5]=[C:4]([N:8]2[C:15]3[C@@H:14]4[CH2:16][C@@H:13]4[CH2:12][C:11]=3[C:10]([C:17]([OH:19])=[O:18])=[N:9]2)[CH:3]=1)(=[O:23])=[O:22], predict the reactants needed to synthesize it. The reactants are: Br[C:2]1[CH:7]=[CH:6][N:5]=[C:4]([N:8]2[C:15]3[C@@H:14]4[CH2:16][C@@H:13]4[CH2:12][C:11]=3[C:10]([C:17]([OH:19])=[O:18])=[N:9]2)[CH:3]=1.[CH3:20][S:21]([O-:23])=[O:22].[Na+]. (3) Given the product [NH2:12][S:9]([C:4]1[C:3]([OH:13])=[C:2]([NH:1][C:21]([NH:20][C:19]2[C:15]([CH3:14])=[N:16][O:17][C:18]=2[CH3:23])=[O:22])[CH:7]=[CH:6][C:5]=1[Cl:8])(=[O:11])=[O:10], predict the reactants needed to synthesize it. The reactants are: [NH2:1][C:2]1[C:3]([OH:13])=[C:4]([S:9]([NH2:12])(=[O:11])=[O:10])[C:5]([Cl:8])=[CH:6][CH:7]=1.[CH3:14][C:15]1[C:19]([N:20]=[C:21]=[O:22])=[C:18]([CH3:23])[O:17][N:16]=1. (4) Given the product [OH:13][NH:12][C:10]([C:6]1[CH:5]=[C:4]2[C:9](=[CH:8][CH:7]=1)[NH:1][N:2]=[CH:3]2)=[NH:11], predict the reactants needed to synthesize it. The reactants are: [NH:1]1[C:9]2[C:4](=[CH:5][C:6]([C:10]#[N:11])=[CH:7][CH:8]=2)[CH:3]=[N:2]1.[NH2:12][OH:13].Cl.C([O-])(O)=O.[Na+].